Predict which catalyst facilitates the given reaction. From a dataset of Catalyst prediction with 721,799 reactions and 888 catalyst types from USPTO. (1) Reactant: Cl[C:2]1[N:7]=[CH:6][N:5]=[C:4]2[NH:8][N:9]=[CH:10][C:3]=12.[NH2:11][C:12]1[CH:13]=[C:14]([CH:28]=[CH:29][C:30]=1[Cl:31])[C:15]([NH:17][C:18]1[CH:23]=[CH:22][CH:21]=[C:20]([C:24]([F:27])([F:26])[F:25])[CH:19]=1)=[O:16]. Product: [Cl:31][C:30]1[CH:29]=[CH:28][C:14]([C:15]([NH:17][C:18]2[CH:23]=[CH:22][CH:21]=[C:20]([C:24]([F:26])([F:27])[F:25])[CH:19]=2)=[O:16])=[CH:13][C:12]=1[NH:11][C:2]1[N:7]=[CH:6][N:5]=[C:4]2[NH:8][N:9]=[CH:10][C:3]=12. The catalyst class is: 107. (2) Reactant: [OH:1][C:2]1[CH:10]=[CH:9][C:5]2[O:6][CH2:7][O:8][C:4]=2[C:3]=1[CH:11]=[O:12].C([O-])([O-])=O.[K+].[K+].[CH2:19](Br)[CH:20]=[CH2:21]. Product: [CH2:21]([O:1][C:2]1[CH:10]=[CH:9][C:5]2[O:6][CH2:7][O:8][C:4]=2[C:3]=1[CH:11]=[O:12])[CH:20]=[CH2:19]. The catalyst class is: 9. (3) Reactant: [CH:1]([C:3]1[CH:4]=[C:5]2[C:10](=[CH:11][CH:12]=1)[N:9]=[C:8]([CH2:13][CH:14]([CH3:16])[CH3:15])[C:7]([CH2:17][NH:18][C:19](=[O:25])[O:20][C:21]([CH3:24])([CH3:23])[CH3:22])=[C:6]2[C:26]1[CH:31]=[CH:30][C:29]([CH3:32])=[CH:28][CH:27]=1)=O.Cl.[NH2:34][O:35][CH2:36][C:37]([OH:39])=[O:38].[NH2:34][O:35][CH2:36][C:37]([OH:39])=[O:38].C(N(CC)CC)C. Product: [C:21]([O:20][C:19]([NH:18][CH2:17][C:7]1[C:8]([CH2:13][CH:14]([CH3:16])[CH3:15])=[N:9][C:10]2[C:5]([C:6]=1[C:26]1[CH:31]=[CH:30][C:29]([CH3:32])=[CH:28][CH:27]=1)=[CH:4][C:3](/[CH:1]=[N:34]/[O:35][CH2:36][C:37]([OH:39])=[O:38])=[CH:12][CH:11]=2)=[O:25])([CH3:24])([CH3:23])[CH3:22]. The catalyst class is: 8. (4) Reactant: [Na].CN([CH:5]=[C:6]1[C:11](=[O:12])[CH2:10][CH2:9][CH2:8][C:7]1=O)C.Cl.[CH3:15][NH:16][C:17]([NH2:19])=[NH:18]. Product: [CH3:15][NH:16][C:17]1[N:19]=[CH:5][C:6]2[C:11](=[O:12])[CH2:10][CH2:9][CH2:8][C:7]=2[N:18]=1. The catalyst class is: 8. (5) Reactant: C([S:4][CH2:5][C:6]1[CH:11]=[C:10]([N:12]2[CH2:17][CH2:16][O:15][CH2:14][C@@H:13]2[CH3:18])[N:9]=[C:8]([C:19]2[CH:24]=[CH:23][C:22]([NH:25][C:26]([NH:28][C:29]3[CH:34]=[CH:33][CH:32]=[CH:31][CH:30]=3)=[O:27])=[CH:21][CH:20]=2)[N:7]=1)(=N)N.Br[CH:36]1[CH2:40][CH2:39][NH:38][C:37]1=[O:41].[OH-].[Na+].CO. Product: [CH3:18][C@H:13]1[CH2:14][O:15][CH2:16][CH2:17][N:12]1[C:10]1[CH:11]=[C:6]([CH2:5][S:4][CH:36]2[CH2:40][CH2:39][NH:38][C:37]2=[O:41])[N:7]=[C:8]([C:19]2[CH:20]=[CH:21][C:22]([NH:25][C:26]([NH:28][C:29]3[CH:30]=[CH:31][CH:32]=[CH:33][CH:34]=3)=[O:27])=[CH:23][CH:24]=2)[N:9]=1. The catalyst class is: 18. (6) Reactant: [CH:1]1[C:10]2[C:5](=[CH:6][CH:7]=[CH:8][CH:9]=2)[CH:4]=[CH:3][C:2]=1[C:11]1[CH:16]=[CH:15][C:14]([C:17]2(O)[C:30]3[CH:29]=[CH:28][CH:27]=[CH:26][C:25]=3[C:24]([C:32]3[CH:37]=[CH:36][C:35]([C:38]4[CH:47]=[CH:46][C:45]5[C:40](=[CH:41][CH:42]=[CH:43][CH:44]=5)[CH:39]=4)=[CH:34][CH:33]=3)(O)[C:23]3[C:18]2=[CH:19][CH:20]=[CH:21][CH:22]=3)=[CH:13][CH:12]=1.I.[PH2](O)=O. Product: [CH:1]1[C:10]2[C:5](=[CH:6][CH:7]=[CH:8][CH:9]=2)[CH:4]=[CH:3][C:2]=1[C:11]1[CH:12]=[CH:13][C:14]([C:17]2[C:18]3[C:23]([C:24]([C:32]4[CH:37]=[CH:36][C:35]([C:38]5[CH:47]=[CH:46][C:45]6[C:40](=[CH:41][CH:42]=[CH:43][CH:44]=6)[CH:39]=5)=[CH:34][CH:33]=4)=[C:25]4[C:30]=2[CH:29]=[CH:28][CH:27]=[CH:26]4)=[CH:22][CH:21]=[CH:20][CH:19]=3)=[CH:15][CH:16]=1. The catalyst class is: 15. (7) Reactant: [Cl:1][C:2]1[CH:7]=[CH:6][C:5]([C:8]2[CH:13]=[CH:12][C:11]([CH2:14][S:15][CH:16]([CH2:23][CH2:24][N:25]3[C:30](=[O:31])[C:29]4[CH:32]=[CH:33][CH:34]=[CH:35][C:28]=4[N:27]=[N:26]3)[C:17]([O:19]CC=C)=[O:18])=[CH:10][CH:9]=2)=[CH:4][CH:3]=1.N1CCOCC1. The catalyst class is: 10. Product: [Cl:1][C:2]1[CH:7]=[CH:6][C:5]([C:8]2[CH:9]=[CH:10][C:11]([CH2:14][S:15][CH:16]([CH2:23][CH2:24][N:25]3[C:30](=[O:31])[C:29]4[CH:32]=[CH:33][CH:34]=[CH:35][C:28]=4[N:27]=[N:26]3)[C:17]([OH:19])=[O:18])=[CH:12][CH:13]=2)=[CH:4][CH:3]=1.